Dataset: Full USPTO retrosynthesis dataset with 1.9M reactions from patents (1976-2016). Task: Predict the reactants needed to synthesize the given product. Given the product [CH2:4]([O:23][C:17]1[CH:18]=[CH:19][C:14]([CH2:13][C:12]2[N:11]([CH2:12][CH2:13][C:14]3[CH:19]=[CH:18][CH:17]=[CH:16][CH:15]=3)[C:8]3[CH:9]=[CH:10][C:5]([C:4]([N:3]([CH2:24][CH3:25])[CH2:1][CH3:2])=[O:23])=[CH:6][C:7]=3[N:20]=2)=[CH:15][CH:16]=1)[CH3:5], predict the reactants needed to synthesize it. The reactants are: [CH2:1]([N:3]([CH2:24][CH3:25])[C:4](=[O:23])[C:5]1[CH:10]=[CH:9][C:8]([NH:11][CH2:12][CH2:13][C:14]2[CH:19]=[CH:18][CH:17]=[CH:16][CH:15]=2)=[C:7]([N+:20]([O-])=O)[CH:6]=1)[CH3:2].